From a dataset of Peptide-MHC class I binding affinity with 185,985 pairs from IEDB/IMGT. Regression. Given a peptide amino acid sequence and an MHC pseudo amino acid sequence, predict their binding affinity value. This is MHC class I binding data. The peptide sequence is KEKGGLEGM. The MHC is HLA-A01:01 with pseudo-sequence HLA-A01:01. The binding affinity (normalized) is 0.